This data is from Reaction yield outcomes from USPTO patents with 853,638 reactions. The task is: Predict the reaction yield, written as a fraction of the theoretical maximum amount of product (1.0 means a 100% yield; for example, 0.34 means a 34% yield). The reactants are [CH3:1][N:2]1[C:10]2[C:5](=[N:6][C:7]([C@H:17]([NH2:19])[CH3:18])=[C:8]([N:11]3[CH2:16][CH2:15][O:14][CH2:13][CH2:12]3)[CH:9]=2)[CH:4]=[CH:3]1.[NH2:20][C:21]1[N:26]=[C:25]([NH2:27])[C:24]([C:28]#[N:29])=[C:23](Cl)[N:22]=1.CCN(CC)CC.C(=O)(O)[O-].[Na+]. The catalyst is CN(C=O)C. The product is [NH2:20][C:21]1[N:26]=[C:25]([NH2:27])[C:24]([C:28]#[N:29])=[C:23]([NH:19][C@@H:17]([C:7]2[N:6]=[C:5]3[CH:4]=[CH:3][N:2]([CH3:1])[C:10]3=[CH:9][C:8]=2[N:11]2[CH2:12][CH2:13][O:14][CH2:15][CH2:16]2)[CH3:18])[N:22]=1. The yield is 0.450.